Predict which catalyst facilitates the given reaction. From a dataset of Catalyst prediction with 721,799 reactions and 888 catalyst types from USPTO. (1) Reactant: [Br:1][CH2:2][CH2:3][CH2:4][CH2:5][C:6]1[CH:11]=[CH:10][C:9]([CH2:12][CH2:13][CH2:14][CH3:15])=[CH:8][CH:7]=1.[N:16]1[CH:21]=[C:20]([CH3:22])[CH:19]=[C:18]([CH3:23])[CH:17]=1. Product: [Br-:1].[CH2:12]([C:9]1[CH:10]=[CH:11][C:6]([CH2:5][CH2:4][CH2:3][CH2:2][N+:16]2[CH:21]=[C:20]([CH3:22])[CH:19]=[C:18]([CH3:23])[CH:17]=2)=[CH:7][CH:8]=1)[CH2:13][CH2:14][CH3:15]. The catalyst class is: 10. (2) Reactant: C([O:4][C@@H:5]1[C@@H:10]([O:11]C(=O)C)[C@H:9]([O:15]C(=O)C)[C@@H:8]([CH2:19][O:20]C(=O)C)[O:7][C@H:6]1[O:24][C:25]1[C:29]([CH2:30][C:31]2[CH:36]=[CH:35][C:34](/[CH:37]=[CH:38]/[CH2:39][C:40](O)=[O:41])=[CH:33][CH:32]=2)=[C:28]([CH:43]([CH3:45])[CH3:44])[NH:27][N:26]=1)(=O)C.[Cl-].[NH4+].O[N:49]1C2C=CC=CC=2N=N1.Cl.C(N=C=NCCCN(C)C)C. Product: [C:40]([CH2:39]/[CH:38]=[CH:37]/[C:34]1[CH:35]=[CH:36][C:31]([CH2:30][C:29]2[C:25]([O:24][C@@H:6]3[O:7][C@H:8]([CH2:19][OH:20])[C@@H:9]([OH:15])[C@H:10]([OH:11])[C@H:5]3[OH:4])=[N:26][NH:27][C:28]=2[CH:43]([CH3:44])[CH3:45])=[CH:32][CH:33]=1)(=[O:41])[NH2:49]. The catalyst class is: 289. (3) Reactant: [CH2:1]([O:3][C:4](=[O:28])[C:5](C)([CH:9]1[CH2:18][CH2:17][C:16]2[C:11](=[CH:12][CH:13]=[C:14]([CH2:19][CH2:20][CH2:21][CH2:22][CH2:23][CH2:24][CH2:25][CH3:26])[CH:15]=2)[CH2:10]1)[C:6](O)=O)[CH3:2].C1(C)C=CC=CC=1.C([N:38](CC)CC)C.C1C=CC(OP(OC2C=CC=CC=2)(N=[N+]=[N-])=O)=CC=1.C[Si](C)(C)[O-].[Na+]. Product: [NH2:38][C:5]([CH:9]1[CH2:18][CH2:17][C:16]2[C:11](=[CH:12][CH:13]=[C:14]([CH2:19][CH2:20][CH2:21][CH2:22][CH2:23][CH2:24][CH2:25][CH3:26])[CH:15]=2)[CH2:10]1)([CH3:6])[C:4]([O:3][CH2:1][CH3:2])=[O:28]. The catalyst class is: 1. (4) Reactant: [C:1]1([CH2:7][SH:8])[CH:6]=[CH:5][CH:4]=[CH:3][CH:2]=1.CC(C)([O-])C.[K+].[CH:15]1([C:21]([C:23]2[CH:28]=[CH:27][C:26]([O:29][CH2:30][C:31]3[CH:36]=[CH:35][CH:34]=[CH:33][CH:32]=3)=[CH:25][C:24]=2F)=[O:22])[CH2:20][CH2:19][CH2:18][CH2:17][CH2:16]1.[NH4+].[Cl-]. Product: [CH:15]1([C:21]([C:23]2[CH:24]=[CH:25][C:26]([O:29][CH2:30][C:31]3[CH:36]=[CH:35][CH:34]=[CH:33][CH:32]=3)=[CH:27][C:28]=2[S:8][CH2:7][C:1]2[CH:6]=[CH:5][CH:4]=[CH:3][CH:2]=2)=[O:22])[CH2:20][CH2:19][CH2:18][CH2:17][CH2:16]1. The catalyst class is: 1. (5) Reactant: [NH2:1][C:2]1[S:3][C:4]([CH2:11][CH3:12])=[CH:5][C:6]=1[C:7]([O:9]C)=O.ClC(Cl)(O[C:17](=[O:23])OC(Cl)(Cl)Cl)Cl.C(N(CC)CC)C.[CH3:32][C:33]1[O:37][N:36]=[C:35]([NH2:38])[CH:34]=1. Product: [CH2:11]([C:4]1[S:3][C:2]2[NH:1][C:17](=[O:23])[N:38]([C:35]3[CH:34]=[C:33]([CH3:32])[O:37][N:36]=3)[C:7](=[O:9])[C:6]=2[CH:5]=1)[CH3:12]. The catalyst class is: 2. (6) Reactant: [CH2:1]([CH:3]([CH2:18][CH2:19][CH2:20][CH3:21])[CH2:4][O:5][P:6]([O-:17])([O:8][CH2:9][CH:10]([CH2:15][CH3:16])[CH2:11][CH2:12][CH2:13][CH3:14])=[O:7])[CH3:2].[Br-].[CH2:23]([NH3+:37])[CH2:24][CH2:25][CH2:26][CH2:27][CH2:28][CH2:29][CH2:30][CH2:31][CH2:32][CH2:33][CH2:34][CH2:35][CH3:36].[OH-].[Na+]. Product: [CH2:1]([CH:3]([CH2:18][CH2:19][CH2:20][CH3:21])[CH2:4][O:5][P:6]([O-:17])([O:8][CH2:9][CH:10]([CH2:15][CH3:16])[CH2:11][CH2:12][CH2:13][CH3:14])=[O:7])[CH3:2].[CH2:23]([NH3+:37])[CH2:24][CH2:25][CH2:26][CH2:27][CH2:28][CH2:29][CH2:30][CH2:31][CH2:32][CH2:33][CH2:34][CH2:35][CH3:36]. The catalyst class is: 95. (7) Reactant: [Br:1][C:2]1[CH:3]=[CH:4][CH:5]=[C:6]2[C:22]=1[C:9]1([CH2:14][CH2:13][N:12]([C:15]([O:17][C:18]([CH3:21])([CH3:20])[CH3:19])=[O:16])[CH2:11][CH2:10]1)[CH2:8][C:7]2=O.[BH3-]C#[N:26].[Na+]. Product: [NH2:26][CH:7]1[C:6]2[C:22](=[C:2]([Br:1])[CH:3]=[CH:4][CH:5]=2)[C:9]2([CH2:14][CH2:13][N:12]([C:15]([O:17][C:18]([CH3:21])([CH3:20])[CH3:19])=[O:16])[CH2:11][CH2:10]2)[CH2:8]1. The catalyst class is: 5. (8) Reactant: Cl.[CH2:2]([C:4]1[N:5]=[N:6][N:7]([CH2:9][N:10]2[C:15]3[CH:16]=[C:17]([C:19]4[CH:24]=[CH:23][CH:22]=[CH:21][CH:20]=4)[S:18][C:14]=3[C:13](=[O:25])[N:12]([CH:26]3[CH2:31][CH2:30][NH:29][CH2:28][CH2:27]3)[C:11]2=[O:32])[N:8]=1)[CH3:3].[CH2:33]([O:35][C:36]1[C:45]([O:46][CH3:47])=[CH:44][C:43]2[C:42]([C:48]3[CH:56]=[CH:55][C:51]([C:52](O)=[O:53])=[CH:50][CH:49]=3)=[N:41][C@@H:40]3[CH2:57][CH2:58][S:59][CH2:60][C@@H:39]3[C:38]=2[CH:37]=1)[CH3:34].CCOC(C(C#N)=NOC(N1CCOCC1)=[N+](C)C)=O.F[P-](F)(F)(F)(F)F.CCN(C(C)C)C(C)C.C(=O)(O)[O-].[Na+]. Product: [CH2:33]([O:35][C:36]1[C:45]([O:46][CH3:47])=[CH:44][C:43]2[C:42]([C:48]3[CH:49]=[CH:50][C:51]([C:52]([N:29]4[CH2:30][CH2:31][CH:26]([N:12]5[C:13](=[O:25])[C:14]6[S:18][C:17]([C:19]7[CH:24]=[CH:23][CH:22]=[CH:21][CH:20]=7)=[CH:16][C:15]=6[N:10]([CH2:9][N:7]6[N:6]=[N:5][C:4]([CH2:2][CH3:3])=[N:8]6)[C:11]5=[O:32])[CH2:27][CH2:28]4)=[O:53])=[CH:55][CH:56]=3)=[N:41][C@@H:40]3[CH2:57][CH2:58][S:59][CH2:60][C@@H:39]3[C:38]=2[CH:37]=1)[CH3:34]. The catalyst class is: 2. (9) Reactant: [C:1]([C:3]1[S:4][C:5]2[C:11]([C:12]#[N:13])=[C:10](/[N:14]=[CH:15]/[N:16](C)C)[CH:9]=[CH:8][C:6]=2[N:7]=1)#[N:2].[Cl:19][C:20]1[CH:21]=[C:22]([CH:24]=[CH:25][CH:26]=1)N.[K+].[Br-]. Product: [Cl:19][C:20]1[CH:26]=[C:25]([NH:13][C:12]2[C:11]3[C:10](=[CH:9][CH:8]=[C:6]4[N:7]=[C:3]([C:1]#[N:2])[S:4][C:5]4=3)[N:14]=[CH:15][N:16]=2)[CH:24]=[CH:22][CH:21]=1. The catalyst class is: 91. (10) Reactant: [F:1][C:2]1[CH:7]=[CH:6][CH:5]=[CH:4][C:3]=1[C:8]1([C:16]([F:19])([F:18])[F:17])[CH2:14][CH2:13][O:12][CH2:11][C:10](=O)[NH:9]1.COC1C=CC(P2(SP(C3C=CC(OC)=CC=3)(=S)S2)=[S:29])=CC=1. Product: [F:1][C:2]1[CH:7]=[CH:6][CH:5]=[CH:4][C:3]=1[C:8]1([C:16]([F:19])([F:18])[F:17])[CH2:14][CH2:13][O:12][CH2:11][C:10](=[S:29])[NH:9]1. The catalyst class is: 1.